From a dataset of Reaction yield outcomes from USPTO patents with 853,638 reactions. Predict the reaction yield, written as a fraction of the theoretical maximum amount of product (1.0 means a 100% yield; for example, 0.34 means a 34% yield). (1) The reactants are [CH3:1][O:2][C:3]1[CH:4]=[C:5]([C:11]2([C:17]#[N:18])[CH2:16][CH2:15][CH2:14][CH2:13][CH2:12]2)[CH:6]=[CH:7][C:8]=1[O:9][CH3:10].[H-].[Al+3].[Li+].[H-].[H-].[H-]. The catalyst is CCOCC. The product is [CH3:1][O:2][C:3]1[CH:4]=[C:5]([C:11]2([CH2:17][NH2:18])[CH2:12][CH2:13][CH2:14][CH2:15][CH2:16]2)[CH:6]=[CH:7][C:8]=1[O:9][CH3:10]. The yield is 0.940. (2) The reactants are CO[C:3](=[O:21])[CH:4]([C:13]1[CH:18]=[CH:17][C:16]([Cl:19])=[C:15]([Cl:20])[CH:14]=1)[CH2:5][CH:6]1[CH2:10][CH2:9][CH:8]([O:11][CH3:12])[CH2:7]1.[NH2:22][C:23]1[S:24][CH:25]=[CH:26][N:27]=1.C[O-].[Mg+2].C[O-].CO. No catalyst specified. The product is [Cl:20][C:15]1[CH:14]=[C:13]([CH:4]([CH2:5][CH:6]2[CH2:10][CH2:9][CH:8]([O:11][CH3:12])[CH2:7]2)[C:3]([NH:22][C:23]2[S:24][CH:25]=[CH:26][N:27]=2)=[O:21])[CH:18]=[CH:17][C:16]=1[Cl:19]. The yield is 0.0700.